Dataset: Full USPTO retrosynthesis dataset with 1.9M reactions from patents (1976-2016). Task: Predict the reactants needed to synthesize the given product. (1) Given the product [NH:3]1[C:11]2[C:6](=[C:7]([C:12]3[N:13]=[C:14]([N:38]4[CH2:39][CH2:40][O:41][CH2:42][CH2:43]4)[C:15]4[S:20][C:19]([CH2:21][N:22]([CH2:23][CH2:24][CH2:25][C:26]([NH:1][OH:2])=[O:28])[C:31](=[O:32])[O:33][C:34]([CH3:37])([CH3:35])[CH3:36])=[CH:18][C:16]=4[N:17]=3)[CH:8]=[CH:9][CH:10]=2)[CH:5]=[N:4]1, predict the reactants needed to synthesize it. The reactants are: [NH2:1][OH:2].[NH:3]1[C:11]2[C:6](=[C:7]([C:12]3[N:13]=[C:14]([N:38]4[CH2:43][CH2:42][O:41][CH2:40][CH2:39]4)[C:15]4[S:20][C:19]([CH2:21][N:22]([C:31]([O:33][C:34]([CH3:37])([CH3:36])[CH3:35])=[O:32])[CH2:23][CH2:24][CH2:25][C:26]([O:28]CC)=O)=[CH:18][C:16]=4[N:17]=3)[CH:8]=[CH:9][CH:10]=2)[CH:5]=[N:4]1. (2) The reactants are: [C:1]([O:5][C:6]([N:8]1[CH2:13][CH2:12][CH:11]([N:14]2[C:18]3[CH:19]=[CH:20][CH:21]=[CH:22][C:17]=3[N:16]=[C:15]2[C@@H:23]([NH:25]C(OCC2C=CC=CC=2)=O)[CH3:24])[CH2:10][CH2:9]1)=[O:7])([CH3:4])([CH3:3])[CH3:2]. Given the product [C:1]([O:5][C:6]([N:8]1[CH2:13][CH2:12][CH:11]([N:14]2[C:18]3[CH:19]=[CH:20][CH:21]=[CH:22][C:17]=3[N:16]=[C:15]2[C@@H:23]([NH2:25])[CH3:24])[CH2:10][CH2:9]1)=[O:7])([CH3:4])([CH3:2])[CH3:3], predict the reactants needed to synthesize it. (3) The reactants are: [Br:1][C:2]1[CH:7]=[C:6]([N+:8]([O-])=O)[CH:5]=[CH:4][C:3]=1[C:11]([CH3:15])([CH3:14])[C:12]#[N:13]. Given the product [NH2:8][C:6]1[CH:5]=[CH:4][C:3]([C:11]([CH3:14])([CH3:15])[C:12]#[N:13])=[C:2]([Br:1])[CH:7]=1, predict the reactants needed to synthesize it. (4) Given the product [Cl:29][C:24]1[CH:25]=[CH:26][CH:27]=[CH:28][C:23]=1[C@H:21]([O:20][C:13]1[CH:12]=[C:11]([N:8]2[C:7]3[CH:30]=[C:3]([CH2:2][N:35]4[CH2:36][CH2:37][CH2:38][N:32]([CH3:31])[CH2:33][CH2:34]4)[CH:4]=[CH:5][C:6]=3[N:10]=[CH:9]2)[S:15][C:14]=1[C:16]([O:18][CH3:19])=[O:17])[CH3:22], predict the reactants needed to synthesize it. The reactants are: Cl[CH2:2][C:3]1[CH:4]=[CH:5][C:6]2[N:10]=[CH:9][N:8]([C:11]3[S:15][C:14]([C:16]([O:18][CH3:19])=[O:17])=[C:13]([O:20][C@@H:21]([C:23]4[CH:28]=[CH:27][CH:26]=[CH:25][C:24]=4[Cl:29])[CH3:22])[CH:12]=3)[C:7]=2[CH:30]=1.[CH3:31][N:32]1[CH2:38][CH2:37][CH2:36][NH:35][CH2:34][CH2:33]1.C(=O)([O-])[O-].[Cs+].[Cs+]. (5) Given the product [C:16]1([CH2:15][CH2:14][CH2:13][CH2:12][CH2:11][CH2:10][C:9]([C:22]2[O:23][C:24]([C:27]3[CH:28]=[C:29]([CH:34]=[CH:35][CH:36]=3)[C:30]([O:32][CH3:33])=[O:31])=[CH:25][N:26]=2)=[O:8])[CH:17]=[CH:18][CH:19]=[CH:20][CH:21]=1, predict the reactants needed to synthesize it. The reactants are: [Si]([O:8][CH:9]([C:22]1[O:23][C:24]([C:27]2[CH:28]=[C:29]([CH:34]=[CH:35][CH:36]=2)[C:30]([O:32][CH3:33])=[O:31])=[CH:25][N:26]=1)[CH2:10][CH2:11][CH2:12][CH2:13][CH2:14][CH2:15][C:16]1[CH:21]=[CH:20][CH:19]=[CH:18][CH:17]=1)(C(C)(C)C)(C)C.[Si](OC(C1OC([Sn](CCCC)(CCCC)CCCC)=CN=1)CCCCCCC1C=CC=CC=1)(C(C)(C)C)(C)C.BrC1C=C(C=CC=1)C(OC)=O. (6) Given the product [Br:1][C:2]1[CH:10]=[CH:9][C:5]([C:6]([O:8][C:15]([CH3:18])([CH3:17])[CH3:16])=[O:7])=[C:4]([Cl:11])[CH:3]=1, predict the reactants needed to synthesize it. The reactants are: [Br:1][C:2]1[CH:10]=[CH:9][C:5]([C:6]([OH:8])=[O:7])=[C:4]([Cl:11])[CH:3]=1.C(OC(O[C:15]([CH3:18])([CH3:17])[CH3:16])=O)(O[C:15]([CH3:18])([CH3:17])[CH3:16])=O.C(N(CC)CC)C. (7) Given the product [Cl:16][C:17]1[N:22]=[CH:21][N:20]=[C:19]([N:13]2[CH2:12][CH2:11][CH:10]([CH2:9][NH:8][C:6](=[O:7])[O:5][C:2]([CH3:1])([CH3:3])[CH3:4])[CH2:15][CH2:14]2)[N:18]=1, predict the reactants needed to synthesize it. The reactants are: [CH3:1][C:2]([O:5][C:6]([NH:8][CH2:9][CH:10]1[CH2:15][CH2:14][NH:13][CH2:12][CH2:11]1)=[O:7])([CH3:4])[CH3:3].[Cl:16][C:17]1[N:22]=[C:21](Cl)[N:20]=[CH:19][N:18]=1.CCN(C(C)C)C(C)C.O. (8) Given the product [F:46][C:47]1[CH:52]=[CH:51][C:50]([C:53]2[O:54][C:55]3[CH:65]=[CH:64][C:63]([C:66]4[CH:74]=[CH:73][CH:72]=[C:68]([C:69](=[O:70])[NH:12][C:9]([C:6]5[CH:7]=[CH:8][N:3]=[CH:4][CH:5]=5)([CH3:11])[CH3:10])[CH:67]=4)=[CH:62][C:56]=3[C:57]=2[C:58]([NH:59][CH3:60])=[O:61])=[CH:49][CH:48]=1, predict the reactants needed to synthesize it. The reactants are: Cl.Cl.[N:3]1[CH:8]=[CH:7][C:6]([C:9]([NH2:12])([CH3:11])[CH3:10])=[CH:5][CH:4]=1.CN(C(ON1N=NC2C=CC=NC1=2)=[N+](C)C)C.F[P-](F)(F)(F)(F)F.CCN(C(C)C)C(C)C.[F:46][C:47]1[CH:52]=[CH:51][C:50]([C:53]2[O:54][C:55]3[CH:65]=[CH:64][C:63]([C:66]4[CH:67]=[C:68]([CH:72]=[CH:73][CH:74]=4)[C:69](O)=[O:70])=[CH:62][C:56]=3[C:57]=2[C:58](=[O:61])[NH:59][CH3:60])=[CH:49][CH:48]=1. (9) Given the product [Br:1][C:2]1[CH:7]=[CH:6][CH:5]=[CH:4][C:3]=1[C:8]1[N:13]([C:14]2[CH:19]=[CH:18][CH:17]=[CH:16][CH:15]=2)[CH:10]=[N:11][N:12]=1, predict the reactants needed to synthesize it. The reactants are: [Br:1][C:2]1[CH:7]=[CH:6][CH:5]=[CH:4][C:3]=1[C:8]1O[CH:10]=[N:11][N:12]=1.[NH2:13][C:14]1[CH:19]=[CH:18][CH:17]=[CH:16][CH:15]=1.FC(F)(F)C(O)=O. (10) Given the product [Br:1][C:2]1[CH:3]=[C:4]([C:9]([NH:11][C:12]2[C:13]([Cl:20])=[N:14][C:15]([Cl:19])=[CH:16][C:17]=2[CH3:18])=[O:10])[C:5]([NH:24][CH:21]2[CH2:23][CH2:22]2)=[N:6][CH:7]=1, predict the reactants needed to synthesize it. The reactants are: [Br:1][C:2]1[CH:3]=[C:4]([C:9]([NH:11][C:12]2[C:13]([Cl:20])=[N:14][C:15]([Cl:19])=[CH:16][C:17]=2[CH3:18])=[O:10])[C:5](Cl)=[N:6][CH:7]=1.[CH:21]1([NH2:24])[CH2:23][CH2:22]1.